The task is: Predict the reactants needed to synthesize the given product.. This data is from Full USPTO retrosynthesis dataset with 1.9M reactions from patents (1976-2016). (1) Given the product [CH3:1][O:2][C:3](=[O:32])[CH:4]([O:29][CH2:30][CH3:31])[CH2:5][C:6]1[CH:11]=[CH:10][CH:9]=[C:8]([CH2:12][CH2:13][NH:14][CH2:15][CH2:16][CH2:17][CH2:18][CH2:19][CH2:20][CH3:21])[CH:7]=1, predict the reactants needed to synthesize it. The reactants are: [CH3:1][O:2][C:3](=[O:32])[CH:4]([O:29][CH2:30][CH3:31])[CH2:5][C:6]1[CH:11]=[CH:10][CH:9]=[C:8]([CH2:12][CH2:13][N:14](C(OC(C)(C)C)=O)[CH2:15][CH2:16][CH2:17][CH2:18][CH2:19][CH2:20][CH3:21])[CH:7]=1.Cl. (2) The reactants are: [CH3:1][C:2]1([CH3:29])[C:22]2[C:9](=[CH:10][C:11]3[CH:12]=[C:13]4[C:18](=[C:19]([C:23]5[CH:28]=[CH:27][CH:26]=[CH:25][CH:24]=5)[C:20]=3[CH:21]=2)[CH:17]=[CH:16][CH:15]=[CH:14]4)[C:8]2[C:3]1=[CH:4][CH:5]=[CH:6][CH:7]=2.[Br:30]N1C(=O)CCC1=O. Given the product [Br:30][C:12]1[C:11]2[CH:10]=[C:9]3[C:8]4[C:3]([C:2]([CH3:29])([CH3:1])[C:22]3=[CH:21][C:20]=2[C:19]([C:23]2[CH:28]=[CH:27][CH:26]=[CH:25][CH:24]=2)=[C:18]2[C:13]=1[CH:14]=[CH:15][CH:16]=[CH:17]2)=[CH:4][CH:5]=[CH:6][CH:7]=4, predict the reactants needed to synthesize it. (3) Given the product [Cl:1][C:2]1[C:11]([Cl:12])=[C:10]2[C:5]([C:6](=[O:22])[C:7]([C:17]([OH:19])=[O:18])=[CH:8][N:9]2[C@@H:13]2[CH2:15][C@@H:14]2[F:16])=[CH:4][CH:3]=1, predict the reactants needed to synthesize it. The reactants are: [Cl:1][C:2]1[C:11]([Cl:12])=[C:10]2[C:5]([C:6](=[O:22])[C:7]([C:17]([O:19]CC)=[O:18])=[CH:8][N:9]2[C@@H:13]2[CH2:15][C@@H:14]2[F:16])=[CH:4][CH:3]=1.C(O)(=O)C.Cl. (4) Given the product [C:23]([C:19]1[C:18]([C:4]2[CH:5]=[C:6]([C:8]3[N:13]=[C:12]([C:14]([F:17])([F:16])[F:15])[CH:11]=[CH:10][N:9]=3)[CH:7]=[C:2]([CH3:1])[CH:3]=2)=[N:22][N:21]([CH2:31][O:30][C:27](=[O:29])[CH3:28])[N:20]=1)#[N:24], predict the reactants needed to synthesize it. The reactants are: [CH3:1][C:2]1[CH:3]=[C:4]([C:18]2[N:22]=[N:21][NH:20][C:19]=2[C:23]#[N:24])[CH:5]=[C:6]([C:8]2[N:13]=[C:12]([C:14]([F:17])([F:16])[F:15])[CH:11]=[CH:10][N:9]=2)[CH:7]=1.[H-].[Na+].[C:27]([O:30][CH2:31]Cl)(=[O:29])[CH3:28]. (5) Given the product [CH2:8]([O:10][C:11]([C:13]1[NH:14][CH:15]=[C:16]([CH2:18][CH2:19][C:20]2[CH:25]=[CH:24][CH:23]=[CH:22][C:21]=2[Br:26])[CH:17]=1)=[O:12])[CH3:9], predict the reactants needed to synthesize it. The reactants are: C([SiH](CC)CC)C.[CH2:8]([O:10][C:11]([C:13]1[NH:14][CH:15]=[C:16]([C:18](=O)[CH2:19][C:20]2[CH:25]=[CH:24][CH:23]=[CH:22][C:21]=2[Br:26])[CH:17]=1)=[O:12])[CH3:9]. (6) Given the product [CH3:29][O:30][C:31](=[O:41])[C:32]1[CH:37]=[CH:36][C:35]([C:38]([N:9]2[CH2:10][C@@H:11]([CH2:23][C:24]([CH3:25])([CH3:27])[CH3:26])[C@@:12]([C:15]3[CH:20]=[CH:19][C:18]([Cl:21])=[CH:17][C:16]=3[F:22])([C:13]#[N:14])[C@H:8]2[C:4]2[CH:5]=[CH:6][CH:7]=[C:2]([Cl:1])[C:3]=2[F:28])=[O:39])=[CH:34][CH:33]=1, predict the reactants needed to synthesize it. The reactants are: [Cl:1][C:2]1[C:3]([F:28])=[C:4]([CH:8]2[C:12]([C:15]3[CH:20]=[CH:19][C:18]([Cl:21])=[CH:17][C:16]=3[F:22])([C:13]#[N:14])[CH:11]([CH2:23][C:24]([CH3:27])([CH3:26])[CH3:25])[CH2:10][NH:9]2)[CH:5]=[CH:6][CH:7]=1.[CH3:29][O:30][C:31](=[O:41])[C:32]1[CH:37]=[CH:36][C:35]([C:38](Cl)=[O:39])=[CH:34][CH:33]=1.CCN(C(C)C)C(C)C. (7) Given the product [Br:33][CH2:20][C:13]1[NH:12][C:11]([C:21]2[S:22][CH:23]=[N:24][N:25]=2)=[N:10][CH:9]([C:3]2[CH:4]=[CH:5][C:6]([Cl:8])=[CH:7][C:2]=2[Cl:1])[C:14]=1[C:15]([O:17][CH2:18][CH3:19])=[O:16], predict the reactants needed to synthesize it. The reactants are: [Cl:1][C:2]1[CH:7]=[C:6]([Cl:8])[CH:5]=[CH:4][C:3]=1[CH:9]1[C:14]([C:15]([O:17][CH2:18][CH3:19])=[O:16])=[C:13]([CH3:20])[NH:12][C:11]([C:21]2[S:22][CH:23]=[N:24][N:25]=2)=[N:10]1.C1C(=O)N([Br:33])C(=O)C1.